The task is: Regression. Given two drug SMILES strings and cell line genomic features, predict the synergy score measuring deviation from expected non-interaction effect.. This data is from NCI-60 drug combinations with 297,098 pairs across 59 cell lines. (1) Drug 1: C1=C(C(=O)NC(=O)N1)N(CCCl)CCCl. Drug 2: C1CN1P(=S)(N2CC2)N3CC3. Cell line: SK-MEL-5. Synergy scores: CSS=18.6, Synergy_ZIP=-11.3, Synergy_Bliss=-6.70, Synergy_Loewe=-10.1, Synergy_HSA=-4.20. (2) Drug 1: C1CN1P(=S)(N2CC2)N3CC3. Drug 2: C1CN(P(=O)(OC1)NCCCl)CCCl. Cell line: MDA-MB-231. Synergy scores: CSS=8.88, Synergy_ZIP=-4.24, Synergy_Bliss=-3.10, Synergy_Loewe=-17.1, Synergy_HSA=-1.93.